From a dataset of Full USPTO retrosynthesis dataset with 1.9M reactions from patents (1976-2016). Predict the reactants needed to synthesize the given product. (1) Given the product [O:12]1[CH2:13][CH2:14][N:9]([C:2]2[N:7]=[N:6][C:5]([OH:8])=[CH:4][CH:3]=2)[CH2:10][CH2:11]1, predict the reactants needed to synthesize it. The reactants are: Cl[C:2]1[N:7]=[N:6][C:5]([OH:8])=[CH:4][CH:3]=1.[NH:9]1[CH2:14][CH2:13][O:12][CH2:11][CH2:10]1. (2) The reactants are: [CH3:1][C:2]1[CH:3]=[C:4]2[C:9](=[C:10]([N+:12]([O-])=O)[CH:11]=1)[N:8]=[CH:7][CH:6]=[CH:5]2.O.O.Cl[Sn]Cl.[OH-].[K+]. Given the product [CH3:1][C:2]1[CH:3]=[C:4]2[C:9](=[C:10]([NH2:12])[CH:11]=1)[N:8]=[CH:7][CH:6]=[CH:5]2, predict the reactants needed to synthesize it. (3) Given the product [Cl:1][C:2]1[N:3]=[C:4]([Cl:12])[C:5]2[C:10]([CH3:11])=[CH:9][N:8]([S:28]([C:25]3[CH:26]=[CH:27][C:22]([CH3:32])=[CH:23][CH:24]=3)(=[O:30])=[O:29])[C:6]=2[N:7]=1, predict the reactants needed to synthesize it. The reactants are: [Cl:1][C:2]1[N:3]=[C:4]([Cl:12])[C:5]2[C:10]([CH3:11])=[CH:9][NH:8][C:6]=2[N:7]=1.C(N(C(C)C)CC)(C)C.[C:22]1([CH3:32])[CH:27]=[CH:26][C:25]([S:28](Cl)(=[O:30])=[O:29])=[CH:24][CH:23]=1.CN(C1C=CC=CN=1)C. (4) Given the product [Cl:1][C:2]1[CH:7]=[CH:6][C:5]([N:8]2[CH2:9][CH2:10][CH:11]([C:14](=[O:15])[CH2:22][CH3:23])[CH2:12][CH2:13]2)=[CH:4][C:3]=1[O:20][CH3:21], predict the reactants needed to synthesize it. The reactants are: [Cl:1][C:2]1[CH:7]=[CH:6][C:5]([N:8]2[CH2:13][CH2:12][CH:11]([C:14](N(OC)C)=[O:15])[CH2:10][CH2:9]2)=[CH:4][C:3]=1[O:20][CH3:21].[CH2:22]([Mg]Br)[CH3:23].Cl. (5) Given the product [N:1]1([C:15]([O:14][C:11]([CH3:13])([CH3:12])[CH3:10])=[O:16])[C:9]2[C:4](=[N:5][CH:6]=[CH:7][CH:8]=2)[CH:3]=[CH:2]1, predict the reactants needed to synthesize it. The reactants are: [NH:1]1[C:9]2[C:4](=[N:5][CH:6]=[CH:7][CH:8]=2)[CH:3]=[CH:2]1.[CH3:10][C:11]([O:14][C:15](O[C:15]([O:14][C:11]([CH3:13])([CH3:12])[CH3:10])=[O:16])=[O:16])([CH3:13])[CH3:12]. (6) Given the product [NH2:3][CH2:4][CH2:5][CH2:6][CH2:7][CH2:8][CH2:9][CH2:10][CH2:11][CH2:12][CH2:13][CH2:14][P:15]([CH2:20][P:21](=[O:22])([OH:23])[OH:24])([OH:17])=[O:16], predict the reactants needed to synthesize it. The reactants are: [BH4-].[Na+].[NH2:3][CH2:4][CH2:5][CH2:6][CH2:7][CH2:8][CH2:9][CH2:10][CH2:11][CH2:12][CH2:13][CH2:14][P:15]([CH2:20][P:21](=[O:24])([OH:23])[OH:22])([O:17]CC)=[O:16]. (7) The reactants are: [OH-].[Na+].[C:3]([CH2:8][C:9]([O:11]C)=[O:10])(=[O:7])[CH:4]([CH3:6])[CH3:5]. Given the product [C:3]([CH2:8][C:9]([OH:11])=[O:10])(=[O:7])[CH:4]([CH3:6])[CH3:5], predict the reactants needed to synthesize it. (8) Given the product [NH2:18][C:14]1[CH:13]=[CH:12][CH:11]=[C:10]2[C:15]=1[CH:16]=[CH:17][N:8]([C@H:3]([CH:2]([CH3:22])[CH3:1])[C:4]([O:6][CH3:7])=[O:5])[C:9]2=[O:21], predict the reactants needed to synthesize it. The reactants are: [CH3:1][CH:2]([CH3:22])[C@@H:3]([N:8]1[CH:17]=[CH:16][C:15]2[C:10](=[CH:11][CH:12]=[CH:13][C:14]=2[N+:18]([O-])=O)[C:9]1=[O:21])[C:4]([O:6][CH3:7])=[O:5].CO. (9) Given the product [CH2:9]([CH:11]([CH2:15][CH2:16][CH2:17][CH3:18])[CH2:12][C:2]1[CH:7]=[CH:6][CH:5]=[CH:4][C:3]=1[CH2:12][CH:11]([CH2:9][CH3:10])[CH2:15][CH2:16][CH2:17][CH3:18])[CH3:10], predict the reactants needed to synthesize it. The reactants are: Cl[C:2]1[CH:7]=[CH:6][CH:5]=[CH:4][C:3]=1Cl.[CH2:9]([CH:11]([CH2:15][CH2:16][CH2:17][CH3:18])[CH2:12][Mg]Br)[CH3:10].Cl. (10) The reactants are: [N:1]1([CH2:6][C:7]2[CH:8]=[N:9][CH:10]=[CH:11][CH:12]=2)[CH2:5][CH2:4][CH2:3][CH2:2]1. Given the product [N:1]1([CH2:6][CH:7]2[CH2:12][CH2:11][CH2:10][NH:9][CH2:8]2)[CH2:5][CH2:4][CH2:3][CH2:2]1, predict the reactants needed to synthesize it.